The task is: Predict the reactants needed to synthesize the given product.. This data is from Full USPTO retrosynthesis dataset with 1.9M reactions from patents (1976-2016). (1) Given the product [I:1][C:2]1[CH:19]=[CH:18][C:5]([O:6][CH:7]2[CH2:8][NH:9][CH2:10]2)=[CH:4][CH:3]=1, predict the reactants needed to synthesize it. The reactants are: [I:1][C:2]1[CH:19]=[CH:18][C:5]([O:6][CH:7]2[CH2:10][N:9](C(OC(C)(C)C)=O)[CH2:8]2)=[CH:4][CH:3]=1.C(O)(C(F)(F)F)=O. (2) Given the product [CH3:1][O:2][C:3]1[CH:4]=[C:5]([CH:30]=[CH:31][C:32]=1[O:33][CH2:34][C:35]1[N:36]=[C:37]([C:41]2[CH:46]=[CH:45][CH:44]=[CH:43][CH:42]=2)[O:38][C:39]=1[CH3:40])[CH2:6][O:7][C:8]1[C:12](/[CH:13]=[CH:14]/[CH2:15][OH:16])=[CH:11][N:10]([C:20]2[CH:21]=[CH:22][C:23]([C:26]([F:27])([F:29])[F:28])=[CH:24][CH:25]=2)[N:9]=1, predict the reactants needed to synthesize it. The reactants are: [CH3:1][O:2][C:3]1[CH:4]=[C:5]([CH:30]=[CH:31][C:32]=1[O:33][CH2:34][C:35]1[N:36]=[C:37]([C:41]2[CH:46]=[CH:45][CH:44]=[CH:43][CH:42]=2)[O:38][C:39]=1[CH3:40])[CH2:6][O:7][C:8]1[C:12](/[CH:13]=[CH:14]/[C:15](OCC)=[O:16])=[CH:11][N:10]([C:20]2[CH:25]=[CH:24][C:23]([C:26]([F:29])([F:28])[F:27])=[CH:22][CH:21]=2)[N:9]=1.[H-].C([Al+]CC(C)C)C(C)C.O.O.O.O.O.O.O.O.O.O.S([O-])([O-])(=O)=O.[Na+].[Na+]. (3) Given the product [CH3:16][C:5]1([CH2:4][O:3][C:18]2[O:19][C:20]3[CH:26]=[CH:25][CH:24]=[CH:23][C:21]=3[N:22]=2)[O:9][C:8]2=[N:10][C:11]([N+:13]([O-:15])=[O:14])=[CH:12][N:7]2[CH2:6]1, predict the reactants needed to synthesize it. The reactants are: [H-].[Na+].[OH:3][CH2:4][C:5]1([CH3:16])[O:9][C:8]2=[N:10][C:11]([N+:13]([O-:15])=[O:14])=[CH:12][N:7]2[CH2:6]1.Cl[C:18]1[O:19][C:20]2[CH:26]=[CH:25][CH:24]=[CH:23][C:21]=2[N:22]=1. (4) Given the product [Br:1][C:2]1[C:3](=[O:28])[N:4]([CH2:19][C:20]2[O:24][C:23]([C:25]([NH2:31])=[O:26])=[CH:22][CH:21]=2)[C:5]([CH3:18])=[CH:6][C:7]=1[O:8][CH2:9][C:10]1[CH:15]=[CH:14][C:13]([F:16])=[CH:12][C:11]=1[F:17], predict the reactants needed to synthesize it. The reactants are: [Br:1][C:2]1[C:3](=[O:28])[N:4]([CH2:19][C:20]2[O:24][C:23]([C:25](O)=[O:26])=[CH:22][CH:21]=2)[C:5]([CH3:18])=[CH:6][C:7]=1[O:8][CH2:9][C:10]1[CH:15]=[CH:14][C:13]([F:16])=[CH:12][C:11]=1[F:17].ClC1N=C(OC)N=C(OC)[N:31]=1.CN1CCOCC1.[OH-].[NH4+]. (5) Given the product [OH:1][C:2]1[CH:7]=[C:6]([O:8][CH2:9][CH2:10][O:11][CH2:12][CH2:13][O:14][CH3:15])[CH:5]=[CH:4][C:3]=1[N:16]1[CH:20]=[CH:19][C:18]([C:21]([OH:23])=[O:22])=[N:17]1, predict the reactants needed to synthesize it. The reactants are: [OH:1][C:2]1[CH:7]=[C:6]([O:8][CH2:9][CH2:10][O:11][CH2:12][CH2:13][O:14][CH3:15])[CH:5]=[CH:4][C:3]=1[N:16]1[CH:20]=[CH:19][C:18]([C:21]([O:23]C)=[O:22])=[N:17]1.[Li+].[OH-].